Dataset: Forward reaction prediction with 1.9M reactions from USPTO patents (1976-2016). Task: Predict the product of the given reaction. (1) The product is: [CH2:1]([O:3][C:4]([C:6]1[C:7]([CH:16]([CH3:18])[CH3:17])=[N:8][C:9]([Cl:21])=[CH:10][C:11]=1[CH:12]([CH3:14])[CH3:13])=[O:5])[CH3:2]. Given the reactants [CH2:1]([O:3][C:4]([C:6]1[C:11]([CH:12]([CH3:14])[CH3:13])=[CH:10][C:9](=O)[NH:8][C:7]=1[CH:16]([CH3:18])[CH3:17])=[O:5])[CH3:2].O=P(Cl)(Cl)[Cl:21], predict the reaction product. (2) Given the reactants [OH:1][C:2]1[C:10]2[C:5](=[N:6][CH:7]=[CH:8][CH:9]=2)[O:4][C:3]=1C(OCC)=O, predict the reaction product. The product is: [O:4]1[C:5]2=[N:6][CH:7]=[CH:8][CH:9]=[C:10]2[C:2](=[O:1])[CH2:3]1. (3) Given the reactants [CH3:1][O:2][C:3]1[CH:4]=[C:5]([CH:21]=[CH:22][C:23]=1[O:24][CH3:25])[CH2:6][CH:7]1[C:16]2[C:11](=[CH:12][C:13]([O:19][CH3:20])=[C:14]([O:17][CH3:18])[CH:15]=2)[CH2:10][CH2:9][NH:8]1.Br[CH2:27][C:28](Br)=[O:29].[NH2:31][CH:32]1[C:40]2[C:35](=[C:36]([CH3:41])[CH:37]=[CH:38][CH:39]=2)[CH2:34][CH2:33]1, predict the reaction product. The product is: [CH3:1][O:2][C:3]1[CH:4]=[C:5]([CH:21]=[CH:22][C:23]=1[O:24][CH3:25])[CH2:6][CH:7]1[C:16]2[C:11](=[CH:12][C:13]([O:19][CH3:20])=[C:14]([O:17][CH3:18])[CH:15]=2)[CH2:10][CH2:9][N:8]1[CH2:27][C:28]([NH:31][CH:32]1[C:40]2[C:35](=[C:36]([CH3:41])[CH:37]=[CH:38][CH:39]=2)[CH2:34][CH2:33]1)=[O:29]. (4) Given the reactants [Cl:1][C:2]1[CH:7]=[CH:6][C:5]([NH:8][C:9]([NH:11][CH2:12][CH:13]2[O:18][CH2:17][CH2:16][NH:15][CH2:14]2)=[O:10])=[CH:4][CH:3]=1.Br[CH2:20][C:21]1[CH:26]=[CH:25][CH:24]=[C:23]([Cl:27])[CH:22]=1, predict the reaction product. The product is: [Cl:27][C:23]1[CH:22]=[C:21]([CH:26]=[CH:25][CH:24]=1)[CH2:20][N:15]1[CH2:16][CH2:17][O:18][CH:13]([CH2:12][NH:11][C:9]([NH:8][C:5]2[CH:6]=[CH:7][C:2]([Cl:1])=[CH:3][CH:4]=2)=[O:10])[CH2:14]1. (5) The product is: [CH2:1]([N:8]1[CH:12]=[C:11]([CH2:13][N:14]([C:15]2[CH:16]=[CH:17][CH:18]=[CH:19][C:20]=2[CH:39]([CH3:44])[CH3:40])[C:37]([NH:36][C:28]2[C:29]([CH:33]([CH3:34])[CH3:35])=[CH:30][CH:31]=[CH:32][C:27]=2[CH:24]([CH3:25])[CH3:26])=[O:38])[CH:10]=[N:9]1)[C:2]1[CH:3]=[CH:4][CH:5]=[CH:6][CH:7]=1. Given the reactants [CH2:1]([N:8]1[CH:12]=[C:11]([CH2:13][NH:14][C:15]2[CH:20]=[CH:19][C:18](C(C)C)=[CH:17][CH:16]=2)[CH:10]=[N:9]1)[C:2]1[CH:7]=[CH:6][CH:5]=[CH:4][CH:3]=1.[CH:24]([C:27]1[CH:32]=[CH:31][CH:30]=[C:29]([CH:33]([CH3:35])[CH3:34])[C:28]=1[N:36]=[C:37]=[O:38])([CH3:26])[CH3:25].[C:39]1(C)[CH:44]=CC=C[CH:40]=1, predict the reaction product.